Dataset: Reaction yield outcomes from USPTO patents with 853,638 reactions. Task: Predict the reaction yield, written as a fraction of the theoretical maximum amount of product (1.0 means a 100% yield; for example, 0.34 means a 34% yield). (1) The reactants are [Cl-].O[NH3+:3].[C:4](=[O:7])([O-])[OH:5].[Na+].CS(C)=O.[Cl:13][C:14]1[CH:15]=[C:16]([N:24]2[C:29](=[O:30])[C:28]([CH2:31][C:32]3[CH:37]=[CH:36][C:35]([C:38]4[C:39]([C:44]#[N:45])=[CH:40][CH:41]=[CH:42][CH:43]=4)=[CH:34][CH:33]=3)=[C:27]([CH2:46][CH2:47][CH3:48])[N:26]=[C:25]2[CH3:49])[CH:17]=[CH:18][C:19]=1[O:20][CH:21]([CH3:23])[CH3:22]. The catalyst is O.C(OCC)(=O)C. The product is [Cl:13][C:14]1[CH:15]=[C:16]([N:24]2[C:29](=[O:30])[C:28]([CH2:31][C:32]3[CH:37]=[CH:36][C:35]([C:38]4[CH:43]=[CH:42][CH:41]=[CH:40][C:39]=4[C:44]4[NH:3][C:4](=[O:7])[O:5][N:45]=4)=[CH:34][CH:33]=3)=[C:27]([CH2:46][CH2:47][CH3:48])[N:26]=[C:25]2[CH3:49])[CH:17]=[CH:18][C:19]=1[O:20][CH:21]([CH3:23])[CH3:22]. The yield is 0.570. (2) The reactants are C(N(CC)CC)C.N1(O)C2C=CC=CC=2N=N1.[Br:18][C:19]1[CH:24]=[CH:23][C:22]([CH2:25][CH2:26][C:27]([CH3:35])([S:31]([CH3:34])(=[O:33])=[O:32])[C:28]([OH:30])=O)=[CH:21][CH:20]=1.[O:36]1[CH2:41][CH2:40][CH2:39][CH2:38][CH:37]1[O:42][NH2:43].Cl.C(N=C=NCCCN(C)C)C. The catalyst is ClCCl. The product is [Br:18][C:19]1[CH:20]=[CH:21][C:22]([CH2:25][CH2:26][C:27]([CH3:35])([S:31]([CH3:34])(=[O:33])=[O:32])[C:28]([NH:43][O:42][CH:37]2[CH2:38][CH2:39][CH2:40][CH2:41][O:36]2)=[O:30])=[CH:23][CH:24]=1. The yield is 0.760. (3) The reactants are [NH:1]1[C:9]2[C:4](=[CH:5][C:6]([O:10][C:11]3[C:20]4[C:15](=[CH:16][C:17]([O:22][CH3:23])=[C:18]([OH:21])[CH:19]=4)[N:14]=[CH:13][N:12]=3)=[CH:7][N:8]=2)[CH:3]=[CH:2]1.[C:24]([N:27]1[CH2:32][CH2:31][N:30]([CH2:33][CH2:34][CH2:35]O)[CH2:29][CH2:28]1)(=[O:26])[CH3:25]. The yield is 0.530. No catalyst specified. The product is [C:24]([N:27]1[CH2:32][CH2:31][N:30]([CH2:33][CH2:34][CH2:35][O:21][C:18]2[CH:19]=[C:20]3[C:15](=[CH:16][C:17]=2[O:22][CH3:23])[N:14]=[CH:13][N:12]=[C:11]3[O:10][C:6]2[CH:5]=[C:4]3[C:9](=[N:8][CH:7]=2)[NH:1][CH:2]=[CH:3]3)[CH2:29][CH2:28]1)(=[O:26])[CH3:25]. (4) The reactants are [CH2:1]1[C@@H:5]2[CH2:6][NH:7][CH2:8][C@@H:4]2[CH2:3][N:2]1[C:9]([O:11][C:12]([CH3:15])([CH3:14])[CH3:13])=[O:10].Br[C:17]1[CH:18]=[N:19][CH:20]=[C:21]([CH:27]=1)[C:22]([O:24][CH2:25][CH3:26])=[O:23].C(=O)([O-])[O-].[Cs+].[Cs+]. The product is [CH2:25]([O:24][C:22]([C:21]1[CH:27]=[C:17]([N:7]2[CH2:6][C@@H:5]3[CH2:1][N:2]([C:9]([O:11][C:12]([CH3:15])([CH3:14])[CH3:13])=[O:10])[CH2:3][C@@H:4]3[CH2:8]2)[CH:18]=[N:19][CH:20]=1)=[O:23])[CH3:26]. The yield is 0.940. The catalyst is O1CCOCC1.C1C=CC(/C=C/C(/C=C/C2C=CC=CC=2)=O)=CC=1.C1C=CC(/C=C/C(/C=C/C2C=CC=CC=2)=O)=CC=1.C1C=CC(/C=C/C(/C=C/C2C=CC=CC=2)=O)=CC=1.[Pd].[Pd].C1(P(C2C=CC=CC=2)C2C3OC4C(=CC=CC=4P(C4C=CC=CC=4)C4C=CC=CC=4)C(C)(C)C=3C=CC=2)C=CC=CC=1. (5) The reactants are [CH3:1][C:2]1([CH3:27])[CH2:11][CH2:10][C:9]([CH3:13])([CH3:12])[C:8]2[CH:7]=[C:6]([CH:14]([OH:17])[C:15]#[CH:16])[CH:5]=[C:4]([O:18][CH2:19][C:20]3[CH:25]=[CH:24][C:23]([CH3:26])=[CH:22][CH:21]=3)[C:3]1=2.I[C:29]1[CH:37]=[CH:36][C:32]([C:33]([OH:35])=[O:34])=[CH:31][CH:30]=1. The catalyst is [Cu](I)I.Cl[Pd](Cl)([P](C1C=CC=CC=1)(C1C=CC=CC=1)C1C=CC=CC=1)[P](C1C=CC=CC=1)(C1C=CC=CC=1)C1C=CC=CC=1. The product is [OH:17][CH:14]([C:6]1[CH:5]=[C:4]([O:18][CH2:19][C:20]2[CH:25]=[CH:24][C:23]([CH3:26])=[CH:22][CH:21]=2)[C:3]2[C:2]([CH3:27])([CH3:1])[CH2:11][CH2:10][C:9]([CH3:12])([CH3:13])[C:8]=2[CH:7]=1)[C:15]#[C:16][C:29]1[CH:37]=[CH:36][C:32]([C:33]([OH:35])=[O:34])=[CH:31][CH:30]=1. The yield is 0.670. (6) The reactants are [CH3:1]/[C:2](=[CH:9]\[C:10]1[CH:15]=[CH:14][C:13]([CH3:16])=[CH:12][CH:11]=1)/[CH2:3][CH2:4][C:5](OC)=[O:6].[H-].[Al+3].[Li+].[H-].[H-].[H-]. The catalyst is C1COCC1. The product is [CH3:1]/[C:2](=[CH:9]\[C:10]1[CH:15]=[CH:14][C:13]([CH3:16])=[CH:12][CH:11]=1)/[CH2:3][CH2:4][CH2:5][OH:6]. The yield is 0.660. (7) The reactants are [Cl:1][C:2]1[CH:3]=[CH:4][C:5]2[N:6]([CH:8]=[CH:9][N:10]=2)[N:7]=1.[Br:11]Br. The catalyst is C(O)(=O)C. The product is [Br:11][C:8]1[N:6]2[N:7]=[C:2]([Cl:1])[CH:3]=[CH:4][C:5]2=[N:10][CH:9]=1. The yield is 0.600. (8) The reactants are [C:1]1([C:7]2[C:12]([C:13]([F:16])([F:15])[F:14])=[CH:11][C:10]([O:17][CH3:18])=[CH:9][C:8]=2[O:19][CH3:20])[CH2:6][CH2:5][CH2:4][CH2:3][CH:2]=1. The catalyst is CO. The product is [CH:1]1([C:7]2[C:12]([C:13]([F:16])([F:15])[F:14])=[CH:11][C:10]([O:17][CH3:18])=[CH:9][C:8]=2[O:19][CH3:20])[CH2:2][CH2:3][CH2:4][CH2:5][CH2:6]1. The yield is 0.590. (9) The reactants are Br[C:2]1[CH:13]=[CH:12][C:5]([CH2:6][N:7]2[CH:11]=[CH:10][N:9]=[CH:8]2)=[C:4]([CH3:14])[CH:3]=1.[CH3:15][Si:16]([C:19]#[CH:20])([CH3:18])[CH3:17].CO.CCOC(C)=O. The catalyst is C(N(CC)CC)C.[Cu]I.Cl[Pd](Cl)([P](C1C=CC=CC=1)(C1C=CC=CC=1)C1C=CC=CC=1)[P](C1C=CC=CC=1)(C1C=CC=CC=1)C1C=CC=CC=1. The product is [CH3:14][C:4]1[CH:3]=[C:2]([C:20]#[C:19][Si:16]([CH3:18])([CH3:17])[CH3:15])[CH:13]=[CH:12][C:5]=1[CH2:6][N:7]1[CH:11]=[CH:10][N:9]=[CH:8]1. The yield is 0.820. (10) The reactants are [NH:1]1[C:5]2=[N:6][CH:7]=[CH:8][CH:9]=[C:4]2[C:3]([C:10]#[N:11])=[N:2]1.[Br:12][C:13]1[CH:14]=[C:15](B(O)O)[CH:16]=[CH:17][CH:18]=1.N1C=CC=CC=1. The catalyst is CN(C)C=O.C(=O)(O)[O-].[Na+].O.C([O-])(=O)C.[Cu+2].C([O-])(=O)C. The product is [Br:12][C:13]1[CH:18]=[C:17]([N:1]2[C:5]3=[N:6][CH:7]=[CH:8][CH:9]=[C:4]3[C:3]([C:10]#[N:11])=[N:2]2)[CH:16]=[CH:15][CH:14]=1. The yield is 0.430.